This data is from Forward reaction prediction with 1.9M reactions from USPTO patents (1976-2016). The task is: Predict the product of the given reaction. (1) The product is: [CH2:20]([O:4][C:3](=[O:5])[C@@H:2]([O:1][CH3:14])[CH2:6][C:7]1[CH:8]=[CH:9][C:10]([OH:13])=[CH:11][CH:12]=1)[CH3:21]. Given the reactants [OH:1][C@@H:2]([CH2:6][C:7]1[CH:12]=[CH:11][C:10]([OH:13])=[CH:9][CH:8]=1)[C:3]([OH:5])=[O:4].[C:14](=O)([O-])[O-].[K+].[K+].[CH2:20](Cl)[C:21]1C=CC=CC=1, predict the reaction product. (2) The product is: [N:15]1[C:9]2[NH:8][C:7]3[CH:16]=[C:3]([CH2:2][NH:1][C:18]([NH2:19])=[O:17])[CH:4]=[CH:5][C:6]=3[S:11][C:10]=2[N:12]=[CH:13][CH:14]=1. Given the reactants [NH2:1][CH2:2][C:3]1[CH:4]=[CH:5][C:6]2[S:11][C:10]3[N:12]=[CH:13][CH:14]=[N:15][C:9]=3[NH:8][C:7]=2[CH:16]=1.[O-:17][C:18]#[N:19].[K+], predict the reaction product.